Dataset: Catalyst prediction with 721,799 reactions and 888 catalyst types from USPTO. Task: Predict which catalyst facilitates the given reaction. (1) Reactant: [CH3:1][O:2][C:3]([C:5]1[CH:6]=[C:7]([CH2:11][NH:12][C:13]2[CH:18]=[CH:17][C:16]([C:19]3[O:20][C:21]4[CH:27]=[CH:26][CH:25]=[CH:24][C:22]=4[N:23]=3)=[CH:15][C:14]=2[N+:28]([O-])=O)[CH:8]=[CH:9][CH:10]=1)=[O:4].[C:31](O)(=O)[CH3:32]. Product: [O:20]1[C:21]2[CH:27]=[CH:26][CH:25]=[CH:24][C:22]=2[N:23]=[C:19]1[C:16]1[CH:17]=[CH:18][C:13]2[N:12]([CH2:11][C:7]3[CH:8]=[CH:9][CH:10]=[C:5]([C:3]([O:2][CH3:1])=[O:4])[CH:6]=3)[C:31]([CH3:32])=[N:28][C:14]=2[CH:15]=1. The catalyst class is: 292. (2) Reactant: [Ru:1].[H+].[B-:3]([F:7])([F:6])([F:5])[F:4].CCOCC. Product: [F:4][B-:3]([F:7])([F:6])[F:5].[Ru+3:1].[F:4][B-:3]([F:7])([F:6])[F:5].[F:4][B-:3]([F:7])([F:6])[F:5]. The catalyst class is: 27. (3) Reactant: [N:1]1[CH:6]=[CH:5][CH:4]=[C:3]([CH2:7][C:8]([NH:10][C:11]2[CH:16]=[CH:15][C:14]([N:17]3[C:23](=[O:24])[CH2:22][C:21](=[O:25])[NH:20][C:19]4[C:26]5[C:31]([CH:32]=[CH:33][C:18]3=4)=[CH:30][CH:29]=[CH:28][CH:27]=5)=[CH:13][CH:12]=2)=[O:9])[CH:2]=1.[ClH:34]. Product: [ClH:34].[N:1]1[CH:6]=[CH:5][CH:4]=[C:3]([CH2:7][C:8]([NH:10][C:11]2[CH:16]=[CH:15][C:14]([N:17]3[C:23](=[O:24])[CH2:22][C:21](=[O:25])[NH:20][C:19]4[C:26]5[C:31]([CH:32]=[CH:33][C:18]3=4)=[CH:30][CH:29]=[CH:28][CH:27]=5)=[CH:13][CH:12]=2)=[O:9])[CH:2]=1. The catalyst class is: 789. (4) Reactant: [F:1][C:2]1[CH:21]=[CH:20][C:5]([O:6][C:7]2[C:16]3[C:11](=[C:12]([N+:17]([O-])=O)[CH:13]=[CH:14][CH:15]=3)[N:10]=[CH:9][CH:8]=2)=[CH:4][C:3]=1[C:22]([F:25])([F:24])[F:23].[NH4+].[Cl-]. Product: [F:1][C:2]1[CH:21]=[CH:20][C:5]([O:6][C:7]2[C:16]3[C:11](=[C:12]([NH2:17])[CH:13]=[CH:14][CH:15]=3)[N:10]=[CH:9][CH:8]=2)=[CH:4][C:3]=1[C:22]([F:25])([F:23])[F:24]. The catalyst class is: 314. (5) Reactant: [CH3:1][O:2][C:3]1[CH:8]=[CH:7][C:6]([N:9]=[C:10]=[S:11])=[CH:5][CH:4]=1.[NH2:12][CH:13]([C:17]#[N:18])[C:14]([NH2:16])=[O:15]. Product: [NH2:18][C:17]1[S:11][C:10]([NH:9][C:6]2[CH:5]=[CH:4][C:3]([O:2][CH3:1])=[CH:8][CH:7]=2)=[N:12][C:13]=1[C:14]([NH2:16])=[O:15]. The catalyst class is: 25. (6) Reactant: [NH:1]1[CH:5]=[N:4][N:3]=[N:2]1.[H-].[Na+].[CH2:8](Cl)[O:9][CH2:10][C:11]1[CH:16]=[CH:15][CH:14]=[CH:13][CH:12]=1. Product: [CH2:10]([O:9][CH2:8][N:1]1[CH:5]=[N:4][N:3]=[N:2]1)[C:11]1[CH:16]=[CH:15][CH:14]=[CH:13][CH:12]=1. The catalyst class is: 31.